This data is from TCR-epitope binding with 47,182 pairs between 192 epitopes and 23,139 TCRs. The task is: Binary Classification. Given a T-cell receptor sequence (or CDR3 region) and an epitope sequence, predict whether binding occurs between them. (1) The epitope is AMFWSVPTV. The TCR CDR3 sequence is CASSLGASTDTQYF. Result: 0 (the TCR does not bind to the epitope). (2) The epitope is ATVVIGTSK. The TCR CDR3 sequence is CASSYEPGQVSHYSNQPQHF. Result: 0 (the TCR does not bind to the epitope). (3) The epitope is FADDLNQLTGY. The TCR CDR3 sequence is CASSQAPKNIQYF. Result: 0 (the TCR does not bind to the epitope). (4) The epitope is LLFNKVTLA. The TCR CDR3 sequence is CASSPGTGGFYEQYF. Result: 0 (the TCR does not bind to the epitope). (5) The TCR CDR3 sequence is CASIPGLEVLSNEQFF. The epitope is FVRATATIPI. Result: 0 (the TCR does not bind to the epitope). (6) The epitope is QARQMVQAMRTIGTHP. The TCR CDR3 sequence is CASSQDTYTEAFF. Result: 1 (the TCR binds to the epitope). (7) The epitope is KRWIIMGLNK. The TCR CDR3 sequence is CASALGTRSYEQYF. Result: 1 (the TCR binds to the epitope). (8) The epitope is RAKFKQLL. Result: 0 (the TCR does not bind to the epitope). The TCR CDR3 sequence is CASSLFSIGEQFF. (9) The epitope is AVFDRKSDAK. The TCR CDR3 sequence is CASSVRSSMNTEAFF. Result: 1 (the TCR binds to the epitope).